The task is: Predict the product of the given reaction.. This data is from Forward reaction prediction with 1.9M reactions from USPTO patents (1976-2016). (1) Given the reactants [Cl:1][C:2]1[CH:21]=[CH:20][C:5]([CH:6]([N:14]2[CH2:19][CH2:18][NH:17][CH2:16][CH2:15]2)[C:7]2[CH:12]=[CH:11][C:10]([Cl:13])=[CH:9][CH:8]=2)=[CH:4][CH:3]=1.C(N(CC)CC)C.[Cl:29][C:30]1[N:38]=[CH:37][CH:36]=[CH:35][C:31]=1[C:32](Cl)=[O:33], predict the reaction product. The product is: [Cl:1][C:2]1[CH:21]=[CH:20][C:5]([CH:6]([C:7]2[CH:8]=[CH:9][C:10]([Cl:13])=[CH:11][CH:12]=2)[N:14]2[CH2:15][CH2:16][N:17]([C:32]([C:31]3[C:30]([Cl:29])=[N:38][CH:37]=[CH:36][CH:35]=3)=[O:33])[CH2:18][CH2:19]2)=[CH:4][CH:3]=1. (2) Given the reactants Br[C:2]1[C:11]2[C:6](=[CH:7][C:8]([O:14][CH3:15])=[C:9]([O:12][CH3:13])[CH:10]=2)[N:5]=[N:4][CH:3]=1.[CH3:16][O:17][C:18]1[CH:27]=[C:26]2[C:21]([CH2:22][CH2:23][NH:24][C:25]2=[O:28])=[CH:20][CH:19]=1.C(=O)([O-])[O-].[K+].[K+].CNCCNC, predict the reaction product. The product is: [CH3:13][O:12][C:9]1[CH:10]=[C:11]2[C:6](=[CH:7][C:8]=1[O:14][CH3:15])[N:5]=[N:4][CH:3]=[C:2]2[N:24]1[CH2:23][CH2:22][C:21]2[C:26](=[CH:27][C:18]([O:17][CH3:16])=[CH:19][CH:20]=2)[C:25]1=[O:28]. (3) Given the reactants Cl[C:2]1[C:11]2[C:6](=[CH:7][CH:8]=[C:9]([CH:12]=[O:13])[CH:10]=2)[N:5]=[CH:4][N:3]=1.[C:14]1(B(O)O)[CH:19]=[CH:18][CH:17]=[CH:16][CH:15]=1.C(=O)([O-])[O-].[Na+].[Na+], predict the reaction product. The product is: [C:14]1([C:2]2[C:11]3[C:6](=[CH:7][CH:8]=[C:9]([CH:12]=[O:13])[CH:10]=3)[N:5]=[CH:4][N:3]=2)[CH:19]=[CH:18][CH:17]=[CH:16][CH:15]=1. (4) The product is: [CH2:13]([O:16][C:7](=[O:8])[CH2:6][C:5]1[CH:9]=[CH:10][C:2]([OH:1])=[C:3]([O:11][CH3:12])[CH:4]=1)[CH2:14][CH3:15]. Given the reactants [OH:1][C:2]1[CH:10]=[CH:9][C:5]([CH2:6][CH2:7][OH:8])=[CH:4][C:3]=1[O:11][CH3:12].[CH2:13]([OH:16])[CH2:14][CH3:15], predict the reaction product. (5) Given the reactants Cl[C:2]1[N:3]=[CH:4][C:5]2[N:6]([CH3:21])[C:7](=[O:20])[C:8]3([CH2:19][CH2:18]3)[CH2:9][N:10]([CH:13]3[CH2:17][CH2:16][CH2:15][CH2:14]3)[C:11]=2[N:12]=1.[NH2:22][C:23]1[C:37]([O:38][CH3:39])=[CH:36][C:26]([C:27]([NH:29][C@@H:30]2[CH2:34][CH2:33][N:32]([CH3:35])[CH2:31]2)=[O:28])=[C:25]([F:40])[CH:24]=1.O.C1(C)C=CC(S(O)(=O)=O)=CC=1, predict the reaction product. The product is: [CH:13]1([N:10]2[CH2:9][C:8]3([CH2:19][CH2:18]3)[C:7](=[O:20])[N:6]([CH3:21])[C:5]3[CH:4]=[N:3][C:2]([NH:22][C:23]4[C:37]([O:38][CH3:39])=[CH:36][C:26]([C:27]([NH:29][C@@H:30]5[CH2:34][CH2:33][N:32]([CH3:35])[CH2:31]5)=[O:28])=[C:25]([F:40])[CH:24]=4)=[N:12][C:11]2=3)[CH2:17][CH2:16][CH2:15][CH2:14]1. (6) Given the reactants [CH2:1]([O:8][C:9]1[C:14]([C:15]([O:17]CC2C=CC=CC=2)=[O:16])=[CH:13][N:12]=[C:11]([N:25]2[CH:29]=[CH:28][CH:27]=[N:26]2)[N:10]=1)[C:2]1[CH:7]=[CH:6][CH:5]=[CH:4][CH:3]=1.C1COCC1.O.[OH-].[K+], predict the reaction product. The product is: [CH2:1]([O:8][C:9]1[C:14]([C:15]([OH:17])=[O:16])=[CH:13][N:12]=[C:11]([N:25]2[CH:29]=[CH:28][CH:27]=[N:26]2)[N:10]=1)[C:2]1[CH:3]=[CH:4][CH:5]=[CH:6][CH:7]=1. (7) Given the reactants [O:1]1[C:6]2[CH:7]=[CH:8][CH:9]=[CH:10][C:5]=2[O:4][CH2:3][C@H:2]1[C:11]([N:13]1[CH2:20][CH2:19][C@:18]2([CH3:23])[C@@H:21]([CH3:22])[C@H:14]1[CH2:15][C:16]1[CH:27]=[CH:26][C:25](OS(C(F)(F)F)(=O)=O)=[CH:24][C:17]=12)=[O:12], predict the reaction product. The product is: [O:1]1[C:6]2[CH:7]=[CH:8][CH:9]=[CH:10][C:5]=2[O:4][CH2:3][C@H:2]1[C:11]([N:13]1[CH2:20][CH2:19][C@:18]2([CH3:23])[C@@H:21]([CH3:22])[C@H:14]1[CH2:15][C:16]1[CH:27]=[CH:26][CH:25]=[CH:24][C:17]=12)=[O:12]. (8) Given the reactants [F:1][C:2]1[CH:7]=[CH:6][CH:5]=[CH:4][C:3]=1[CH:8]=[CH:9][C:10]([OH:12])=O.C(C#N)(Cl)(Cl)Cl.C1C=CC(P(C2C=CC=CC=2)C2C=CC=CC=2)=CC=1.C(OC([N:45]1[C:54]2[C:49](=[CH:50][CH:51]=[C:52]([CH:55]([NH2:57])[CH3:56])[CH:53]=2)[CH2:48][CH2:47][CH2:46]1)=O)(C)(C)C.C(N(CC)CC)C, predict the reaction product. The product is: [F:1][C:2]1[CH:7]=[CH:6][CH:5]=[CH:4][C:3]=1[CH:8]=[CH:9][C:10]([NH:57][CH:55]([C:52]1[CH:53]=[C:54]2[C:49]([CH2:48][CH2:47][CH2:46][NH:45]2)=[CH:50][CH:51]=1)[CH3:56])=[O:12].